Dataset: Full USPTO retrosynthesis dataset with 1.9M reactions from patents (1976-2016). Task: Predict the reactants needed to synthesize the given product. (1) Given the product [C:1]1([C:7]2[C:8]([CH2:16][N:22]3[CH:23]=[N:24][C:25]4[C:21]3=[N:20][CH:19]=[N:18][C:26]=4[NH2:27])=[CH:9][N:10]3[C:15]=2[CH:14]=[CH:13][CH:12]=[CH:11]3)[CH:6]=[CH:5][CH:4]=[CH:3][CH:2]=1, predict the reactants needed to synthesize it. The reactants are: [C:1]1([C:7]2[C:8]([CH2:16]O)=[CH:9][N:10]3[C:15]=2[CH:14]=[CH:13][CH:12]=[CH:11]3)[CH:6]=[CH:5][CH:4]=[CH:3][CH:2]=1.[N:18]1[C:26]([NH2:27])=[C:25]2[C:21]([N:22]=[CH:23][NH:24]2)=[N:20][CH:19]=1.C1C=CC(P(C2C=CC=CC=2)C2C=CC=CC=2)=CC=1.CC(OC(/N=N/C(OC(C)C)=O)=O)C. (2) Given the product [Cl:1][C:2]1[CH:10]=[CH:9][C:8]2[N:7]([CH2:25][CH2:24][C:19]3[CH:20]=[N:21][CH:22]=[CH:23][C:18]=3[C:17]([F:27])([F:16])[F:26])[C:6]3[CH2:11][CH2:12][N:13]([CH3:15])[CH2:14][C:5]=3[C:4]=2[CH:3]=1, predict the reactants needed to synthesize it. The reactants are: [Cl:1][C:2]1[CH:10]=[CH:9][C:8]2[NH:7][C:6]3[CH2:11][CH2:12][N:13]([CH3:15])[CH2:14][C:5]=3[C:4]=2[CH:3]=1.[F:16][C:17]([F:27])([F:26])[C:18]1[CH:23]=[CH:22][N:21]=[CH:20][C:19]=1[CH:24]=[CH2:25].[OH-].[K+]. (3) Given the product [CH3:1][C:2]([CH3:26])([CH3:25])[CH2:3][N:4]1[C:12]2[C:7](=[N:8][C:9]([C:13]3[CH:20]=[C:19]([C@@H:21]([OH:22])[CH3:27])[CH:18]=[CH:17][C:14]=3[C:15]#[N:16])=[CH:10][CH:11]=2)[N:6]([CH3:23])[C:5]1=[O:24], predict the reactants needed to synthesize it. The reactants are: [CH3:1][C:2]([CH3:26])([CH3:25])[CH2:3][N:4]1[C:12]2[C:7](=[N:8][C:9]([C:13]3[CH:20]=[C:19]([CH:21]=[O:22])[CH:18]=[CH:17][C:14]=3[C:15]#[N:16])=[CH:10][CH:11]=2)[N:6]([CH3:23])[C:5]1=[O:24].[CH3:27][Mg]Br. (4) Given the product [NH2:8][C:9]1[S:10][C:11]2[CH2:17][CH:16]([NH:18][CH2:1][CH2:2][CH3:3])[CH2:15][CH2:14][C:12]=2[N:13]=1, predict the reactants needed to synthesize it. The reactants are: [CH2:1](S([O-])(=O)=O)[CH2:2][CH3:3].[NH2:8][C:9]1[S:10][C:11]2[CH2:17][CH:16]([NH2:18])[CH2:15][CH2:14][C:12]=2[N:13]=1. (5) Given the product [C:46]([O:45][C@@H:40]([C:12]1[C:13]([CH3:39])=[CH:14][C:15]2=[N:19][C:18]3=[CH:17][N:16]2[C:11]=1[N:8]1[CH2:7][CH2:6][C:5]([CH3:50])([O:4][CH2:1][CH:2]=[CH:3][CH2:36][C@H:34]([CH3:35])[O:33][C:27]2[CH:28]=[C:29]([F:32])[CH:30]=[CH:31][C:26]=2[C:22]2[CH:21]=[C:20]3[CH:25]=[CH:24][CH:23]=2)[CH2:10][CH2:9]1)[C:41]([O:43][CH3:44])=[O:42])([CH3:48])([CH3:47])[CH3:49], predict the reactants needed to synthesize it. The reactants are: [CH2:1]([O:4][C:5]1([CH3:50])[CH2:10][CH2:9][N:8]([C:11]2[N:16]3[CH:17]=[C:18]([C:20]4[CH:21]=[C:22]([C:26]5[CH:31]=[CH:30][C:29]([F:32])=[CH:28][C:27]=5[O:33][C@H:34]([CH2:36]C=C)[CH3:35])[CH:23]=[CH:24][CH:25]=4)[N:19]=[C:15]3[CH:14]=[C:13]([CH3:39])[C:12]=2[C@H:40]([O:45][C:46]([CH3:49])([CH3:48])[CH3:47])[C:41]([O:43][CH3:44])=[O:42])[CH2:7][CH2:6]1)[CH:2]=[CH2:3]. (6) Given the product [F:27][C:26]([F:28])([F:29])[C:23]1[CH:22]=[CH:21][C:20]([NH:19][C:17](=[O:18])[NH:16][CH:13]2[CH2:12][CH2:11][CH:10]([NH:9][C:1](=[O:4])[CH3:2])[CH2:15][CH2:14]2)=[CH:25][CH:24]=1, predict the reactants needed to synthesize it. The reactants are: [C:1]([OH:4])(=O)[CH3:2].C(Cl)CCl.[NH2:9][CH:10]1[CH2:15][CH2:14][CH:13]([NH:16][C:17]([NH:19][C:20]2[CH:25]=[CH:24][C:23]([C:26]([F:29])([F:28])[F:27])=[CH:22][CH:21]=2)=[O:18])[CH2:12][CH2:11]1.